Predict the reactants needed to synthesize the given product. From a dataset of Full USPTO retrosynthesis dataset with 1.9M reactions from patents (1976-2016). (1) The reactants are: [Si]([O:8][CH2:9][C@H:10]1[O:19][CH:14]([O:15][CH2:16][CH:17]=[CH2:18])[C@H:13]([O:20][CH2:21][C:22]2[CH:27]=[CH:26][CH:25]=[CH:24][CH:23]=2)[C@@H:12]([O:28][CH2:29][C:30]2[CH:35]=[CH:34][CH:33]=[CH:32][CH:31]=2)[C@@H:11]1[O:36][C@@H:37]1[O:66][C@H:65]([CH2:67][O:68][Si](C(C)(C)C)(C)C)[C@@H:56]([O:57][CH2:58][C:59]2[CH:64]=[CH:63][CH:62]=[CH:61][CH:60]=2)[C@H:47]([O:48][CH2:49][C:50]2[CH:55]=[CH:54][CH:53]=[CH:52][CH:51]=2)[C@H:38]1[O:39][CH2:40][C:41]1[CH:46]=[CH:45][CH:44]=[CH:43][CH:42]=1)(C(C)(C)C)(C)C.[F-].C([N+](CCCC)(CCCC)CCCC)CCC. Given the product [CH2:21]([O:20][C@@H:13]1[C@@H:12]([O:28][CH2:29][C:30]2[CH:35]=[CH:34][CH:33]=[CH:32][CH:31]=2)[C@H:11]([O:36][C@@H:37]2[O:66][C@H:65]([CH2:67][OH:68])[C@@H:56]([O:57][CH2:58][C:59]3[CH:64]=[CH:63][CH:62]=[CH:61][CH:60]=3)[C@H:47]([O:48][CH2:49][C:50]3[CH:51]=[CH:52][CH:53]=[CH:54][CH:55]=3)[C@H:38]2[O:39][CH2:40][C:41]2[CH:46]=[CH:45][CH:44]=[CH:43][CH:42]=2)[C@@H:10]([CH2:9][OH:8])[O:19][CH:14]1[O:15][CH2:16][CH:17]=[CH2:18])[C:22]1[CH:23]=[CH:24][CH:25]=[CH:26][CH:27]=1, predict the reactants needed to synthesize it. (2) Given the product [CH2:1]([C@@H:5]1[N:10]([C:26](=[O:27])/[CH:25]=[CH:24]/[C:21]2[CH:22]=[CH:23][C:18]([O:17][CH3:16])=[CH:19][CH:20]=2)[CH2:9][C@H:8]([CH2:11][CH:12]([CH3:14])[CH3:13])[NH:7][C:6]1=[O:15])[CH:2]([CH3:4])[CH3:3], predict the reactants needed to synthesize it. The reactants are: [CH2:1]([C@@H:5]1[NH:10][CH2:9][C@H:8]([CH2:11][CH:12]([CH3:14])[CH3:13])[NH:7][C:6]1=[O:15])[CH:2]([CH3:4])[CH3:3].[CH3:16][O:17][C:18]1[CH:23]=[CH:22][C:21](/[CH:24]=[CH:25]/[C:26](O)=[O:27])=[CH:20][CH:19]=1.C([C@@H]1N(C([C@@H]2C[C@H]2C2C=CC=CC=2)=O)C[C@H](CC(C)C)NC1=O)C(C)C. (3) Given the product [Br:1][C:2]1[CH:7]=[CH:6][C:5]([C:8]2[CH:13]=[CH:12][CH:11]=[CH:10][CH:9]=2)=[C:4]([CH2:14][OH:15])[CH:3]=1, predict the reactants needed to synthesize it. The reactants are: [Br:1][C:2]1[CH:3]=[C:4]([C:14](O)=[O:15])[C:5]([C:8]2[CH:13]=[CH:12][CH:11]=[CH:10][CH:9]=2)=[CH:6][CH:7]=1. (4) Given the product [CH:1]1([CH2:4][O:5][C:6]2[CH:14]=[CH:13][C:9]3[O:10][CH2:11][O:12][C:8]=3[C:7]=2[C:15]2[C:16]3[NH:23][CH:22]=[C:21]([C:24]([NH:75][C@@H:76]([CH2:106][OH:107])[C:77]([N:79]4[CH2:84][CH2:83][CH:82]([N:85]5[N:94]=[C:93]([C:95]6[CH:100]=[CH:99][C:98]([O:101][CH3:102])=[C:97]([O:103][CH3:104])[CH:96]=6)[C@@H:92]6[C@@H:87]([CH2:88][CH2:89][CH2:90][CH2:91]6)[C:86]5=[O:105])[CH2:81][CH2:80]4)=[O:78])=[O:25])[C:17]=3[N:18]=[CH:19][N:20]=2)[CH2:2][CH2:3]1, predict the reactants needed to synthesize it. The reactants are: [CH:1]1([CH2:4][O:5][C:6]2[CH:14]=[CH:13][C:9]3[O:10][CH2:11][O:12][C:8]=3[C:7]=2[C:15]2[C:16]3[NH:23][CH:22]=[C:21]([C:24](O)=[O:25])[C:17]=3[N:18]=[CH:19][N:20]=2)[CH2:3][CH2:2]1.[B-](F)(F)(F)F.CCOC(C(C#N)=NOC(N(C)C)=[N+](C)C)=O.C1C=NC2N(O)N=NC=2C=1.CCN(C(C)C)C(C)C.FC(F)(F)C(O)=O.[NH2:75][C@@H:76]([CH2:106][OH:107])[C:77]([N:79]1[CH2:84][CH2:83][CH:82]([N:85]2[N:94]=[C:93]([C:95]3[CH:100]=[CH:99][C:98]([O:101][CH3:102])=[C:97]([O:103][CH3:104])[CH:96]=3)[C@@H:92]3[C@@H:87]([CH2:88][CH2:89][CH2:90][CH2:91]3)[C:86]2=[O:105])[CH2:81][CH2:80]1)=[O:78]. (5) Given the product [Cl:27][C:26]([Cl:29])([Cl:28])[CH2:25][O:24][C:22](=[O:23])[NH:1][C:2]1[CH:3]=[N:4][N:5]([C:7]2[CH:12]=[CH:11][C:10]([CH3:13])=[CH:9][CH:8]=2)[CH:6]=1, predict the reactants needed to synthesize it. The reactants are: [NH2:1][C:2]1[CH:3]=[N:4][N:5]([C:7]2[CH:12]=[CH:11][C:10]([CH3:13])=[CH:9][CH:8]=2)[CH:6]=1.C(N(CC)CC)C.Cl[C:22]([O:24][CH2:25][C:26]([Cl:29])([Cl:28])[Cl:27])=[O:23].